From a dataset of Forward reaction prediction with 1.9M reactions from USPTO patents (1976-2016). Predict the product of the given reaction. (1) Given the reactants [Li]CCCC.[Cl:6][C:7]1[C:16]2[C:11](=[CH:12][CH:13]=[C:14](C(C3N(C)C(C)=NC=3)O)[CH:15]=2)[N:10]=[C:9]([O:26][CH3:27])[C:8]=1[CH2:28][C:29]1[CH:30]=[N:31][C:32]([C:35]([F:38])([F:37])[F:36])=[CH:33][CH:34]=1.[CH3:39][C:40]1[N:47]=[C:46]([CH3:48])[CH:45]=[CH:44][C:41]=1[CH:42]=[O:43], predict the reaction product. The product is: [Cl:6][C:7]1[C:16]2[C:11](=[CH:12][CH:13]=[C:14]([CH:42]([C:41]3[C:40]([CH3:39])=[N:47][C:46]([CH3:48])=[CH:45][CH:44]=3)[OH:43])[CH:15]=2)[N:10]=[C:9]([O:26][CH3:27])[C:8]=1[CH2:28][C:29]1[CH:30]=[N:31][C:32]([C:35]([F:36])([F:38])[F:37])=[CH:33][CH:34]=1. (2) Given the reactants [OH:1][C:2]1[CH:7]=[CH:6][C:5]([C:8]2[CH:13]=[CH:12][CH:11]=[CH:10][C:9]=2[N+:14]([O-:16])=[O:15])=[CH:4][CH:3]=1.C[O:18][C:19]([C:21]1[S:22][C:23]([CH2:26]Br)=[CH:24][CH:25]=1)=[O:20], predict the reaction product. The product is: [N+:14]([C:9]1[CH:10]=[CH:11][CH:12]=[CH:13][C:8]=1[C:5]1[CH:6]=[CH:7][C:2]([O:1][CH2:26][C:23]2[S:22][C:21]([C:19]([OH:20])=[O:18])=[CH:25][CH:24]=2)=[CH:3][CH:4]=1)([O-:16])=[O:15]. (3) Given the reactants [CH3:1][O:2][C:3]1[CH:15]=[CH:14][C:6]([CH2:7][S:8][CH2:9][C:10](OC)=[O:11])=[CH:5][CH:4]=1.[CH:16](OCC)=O.[Na].[CH3:22][S:23][C:24](=[NH:26])[NH2:25].S([O-])([O-])(=O)=O.N, predict the reaction product. The product is: [CH3:22][S:23][C:24]1[N:25]=[C:10]([OH:11])[C:9]([S:8][CH2:7][C:6]2[CH:14]=[CH:15][C:3]([O:2][CH3:1])=[CH:4][CH:5]=2)=[CH:16][N:26]=1. (4) Given the reactants [CH3:1][NH:2][NH2:3].[N:4]1([C:8]2[C:13]([C:14]([C:16]3[CH:17]=[N:18][N:19]([CH3:31])[C:20]=3[C:21]3[CH:26]=[CH:25][C:24]([C:27]([F:30])([F:29])[F:28])=[CH:23][N:22]=3)=O)=[C:12](Cl)[N:11]=[CH:10][N:9]=2)[CH2:7][CH2:6][CH2:5]1, predict the reaction product. The product is: [N:4]1([C:8]2[N:9]=[CH:10][N:11]=[C:12]3[N:2]([CH3:1])[N:3]=[C:14]([C:16]4[CH:17]=[N:18][N:19]([CH3:31])[C:20]=4[C:21]4[CH:26]=[CH:25][C:24]([C:27]([F:30])([F:29])[F:28])=[CH:23][N:22]=4)[C:13]=23)[CH2:7][CH2:6][CH2:5]1. (5) Given the reactants Br[C:2]1[CH:10]=[CH:9][C:8]([F:11])=[CH:7][C:3]=1[C:4]([OH:6])=[O:5].[CH:12]1([NH2:15])[CH2:14][CH2:13]1.C([O-])(=O)C.[K+].C(N(CC)CC)C.Cl, predict the reaction product. The product is: [CH:12]1([NH:15][C:2]2[CH:10]=[CH:9][C:8]([F:11])=[CH:7][C:3]=2[C:4]([OH:6])=[O:5])[CH2:14][CH2:13]1.